Dataset: Forward reaction prediction with 1.9M reactions from USPTO patents (1976-2016). Task: Predict the product of the given reaction. Given the reactants [CH:1]1([C:4]2[CH:5]=[C:6]([C:17](O)=[O:18])C3C=NN(CC(C)C)C=3[N:9]=2)[CH2:3][CH2:2]1.[NH2:20][CH2:21][C:22]1[C:23](=[O:30])[NH:24][C:25]([CH3:29])=[CH:26][C:27]=1[CH3:28].O[N:32]1[C:36]2N=CC=C[C:35]=2N=N1.[CH2:41](Cl)CCl.C[N:46]1[CH2:51][CH2:50]O[CH2:48][CH2:47]1, predict the reaction product. The product is: [CH:1]1([C:4]2[CH:5]=[C:6]([C:17]([NH:20][CH2:21][C:22]3[C:23](=[O:30])[NH:24][C:25]([CH3:29])=[CH:26][C:27]=3[CH3:28])=[O:18])[C:50]3[C:36]([CH3:35])=[N:32][N:46]([CH:47]([CH3:48])[CH3:41])[C:51]=3[N:9]=2)[CH2:3][CH2:2]1.